From a dataset of Forward reaction prediction with 1.9M reactions from USPTO patents (1976-2016). Predict the product of the given reaction. (1) Given the reactants C([C@@H]1COC(=O)[N:9]1[C:14](=[O:30])[CH:15]([CH2:19][C:20]1[C:25]([Cl:26])=[CH:24][C:23]([O:27][CH3:28])=[CH:22][C:21]=1[Cl:29])[CH2:16][CH:17]=C)C1C=CC=CC=1.N[N:32]1[CH2:37][CH2:36][CH2:35][CH2:34][CH2:33]1.C(O)(=O)C.C(O[BH-](OC(=O)C)OC(=O)C)(=O)C.[Na+], predict the reaction product. The product is: [ClH:26].[Cl:26][C:25]1[CH:24]=[C:23]([O:27][CH3:28])[CH:22]=[C:21]([Cl:29])[C:20]=1[CH2:19][C@@H:15]1[CH2:16][CH2:17][N:9]([N:32]2[CH2:37][CH2:36][CH2:35][CH2:34][CH2:33]2)[C:14]1=[O:30]. (2) Given the reactants C([O:3][C:4](=O)[CH2:5][C:6]1[C:15]2[CH2:14][CH2:13][CH2:12][CH2:11][C:10]=2[CH:9]=[C:8]([N:16]2[CH2:21][CH2:20][N:19]([CH3:22])[CH2:18][CH2:17]2)[CH:7]=1)C.CO.[NH3:26], predict the reaction product. The product is: [CH3:22][N:19]1[CH2:20][CH2:21][N:16]([C:8]2[CH:7]=[C:6]([CH2:5][C:4]([NH2:26])=[O:3])[C:15]3[CH2:14][CH2:13][CH2:12][CH2:11][C:10]=3[CH:9]=2)[CH2:17][CH2:18]1. (3) The product is: [C:1]([N:4]1[C:13]2[C:8](=[CH:9][C:10]([NH:14][C:24](=[O:27])[CH:25]=[CH2:26])=[CH:11][CH:12]=2)[C:7]([C:16]2[CH:21]=[CH:20][CH:19]=[CH:18][CH:17]=2)([CH3:15])[CH2:6][C:5]1([CH3:23])[CH3:22])(=[O:3])[CH3:2]. Given the reactants [C:1]([N:4]1[C:13]2[C:8](=[CH:9][C:10]([NH2:14])=[CH:11][CH:12]=2)[C:7]([C:16]2[CH:21]=[CH:20][CH:19]=[CH:18][CH:17]=2)([CH3:15])[CH2:6][C:5]1([CH3:23])[CH3:22])(=[O:3])[CH3:2].[C:24](Cl)(=[O:27])[CH:25]=[CH2:26].C(N(CC)C(C)C)(C)C, predict the reaction product. (4) The product is: [S:14]([C:11]1[CH:12]=[CH:7][C:8]([CH3:38])=[CH:9][CH:10]=1)([OH:15])(=[O:16])=[O:36].[CH3:35][C@H:18]1[CH2:19][N:20]([C:24]2[CH:25]=[CH:26][C:27]([O:30][C:31]([F:33])([F:32])[F:34])=[CH:28][CH:29]=2)[CH2:21][C@@H:22]([CH3:23])[N:17]1[S:14]([C:11]1[CH:10]=[CH:9][CH:8]=[C:7]2[C:12]=1[CH2:13][C@@H:5]([C:3]([OH:4])=[O:2])[CH2:6]2)(=[O:15])=[O:16]. Given the reactants C[O:2][C:3]([C@@H:5]1[CH2:13][C:12]2[C:7](=[CH:8][CH:9]=[CH:10][C:11]=2[S:14]([N:17]2[C@H:22]([CH3:23])[CH2:21][N:20]([C:24]3[CH:29]=[CH:28][C:27]([O:30][C:31]([F:34])([F:33])[F:32])=[CH:26][CH:25]=3)[CH2:19][C@@H:18]2[CH3:35])(=[O:16])=[O:15])[CH2:6]1)=[O:4].[OH-:36].[Li+].[CH2:38]1COCC1, predict the reaction product. (5) Given the reactants [O:1]=[C:2]1[C:8]2[CH:9]=[C:10]([C:13]([F:16])([F:15])[F:14])[CH:11]=[CH:12][C:7]=2[O:6][CH2:5][CH:4]2[CH2:17][N:18](C(OC(C)(C)C)=O)[CH2:19][CH2:20][N:3]12.C(OCC)(=O)C.[ClH:34], predict the reaction product. The product is: [ClH:34].[F:16][C:13]([F:14])([F:15])[C:10]1[CH:11]=[CH:12][C:7]2[O:6][CH2:5][CH:4]3[CH2:17][NH:18][CH2:19][CH2:20][N:3]3[C:2](=[O:1])[C:8]=2[CH:9]=1. (6) The product is: [CH3:1][CH:2]([N:18]([CH3:19])[CH3:20])[CH2:3][N:4]1[C:5]2[CH:6]=[CH:7][CH:8]=[CH:9][C:10]=2[S:11][C:12]2[CH:17]=[CH:16][CH:15]=[CH:14][C:13]1=2. Given the reactants [CH3:1][CH:2]([N:18]([CH3:20])[CH3:19])[CH2:3][N:4]1[C:13]2[CH:14]=[CH:15][CH:16]=[CH:17][C:12]=2[S:11][C:10]2[CH:9]=[CH:8][CH:7]=[CH:6][C:5]1=2.Cl.C=CN1C(=O)CCC1.C(O)(=O)CC(CC(O)=O)(C(O)=O)O.C(O)(=O)/C=C/C=C/C.C(O)[C@H]1O[C@H](O[C@]2(CO)O[C@H](CO)[C@@H](O)[C@@H]2O)[C@H](O)[C@@H](O)[C@@H]1O, predict the reaction product. (7) Given the reactants [Br-:1].[Br-].[Br-].C1([N+](C)(C)C)C=CC=CC=1.C1([N+](C)(C)C)C=CC=CC=1.C1([N+](C)(C)C)C=CC=CC=1.[F:34][C:35]1[CH:40]=[CH:39][C:38]([C:41]2([CH3:46])[O:45][CH2:44][CH2:43][O:42]2)=[CH:37][C:36]=1[S:47]([NH2:50])(=[O:49])=[O:48], predict the reaction product. The product is: [Br:1][CH2:46][C:41]1([C:38]2[CH:39]=[CH:40][C:35]([F:34])=[C:36]([S:47]([NH2:50])(=[O:49])=[O:48])[CH:37]=2)[O:45][CH2:44][CH2:43][O:42]1.